From a dataset of Forward reaction prediction with 1.9M reactions from USPTO patents (1976-2016). Predict the product of the given reaction. Given the reactants CS(O[CH2:6][C:7]1[O:8][CH:9]=[C:10]([O:14][CH2:15][CH2:16][CH2:17][CH2:18][CH2:19][O:20][C:21]2[C:30]3[C:25](=[CH:26][CH:27]=[C:28]([C:31]([F:34])([F:33])[F:32])[CH:29]=3)[N:24]=[CH:23][CH:22]=2)[C:11](=[O:13])[CH:12]=1)(=O)=O.[NH:35]1[CH2:40][CH2:39][O:38][CH2:37][CH2:36]1, predict the reaction product. The product is: [F:33][C:31]([F:34])([F:32])[C:28]1[CH:29]=[C:30]2[C:25](=[CH:26][CH:27]=1)[N:24]=[CH:23][CH:22]=[C:21]2[O:20][CH2:19][CH2:18][CH2:17][CH2:16][CH2:15][O:14][C:10]1[C:11](=[O:13])[CH:12]=[C:7]([CH2:6][N:35]2[CH2:40][CH2:39][O:38][CH2:37][CH2:36]2)[O:8][CH:9]=1.